From a dataset of Full USPTO retrosynthesis dataset with 1.9M reactions from patents (1976-2016). Predict the reactants needed to synthesize the given product. (1) Given the product [N:15]1[C:5]2[C:14]3[C:9]([CH:8]=[CH:7][C:6]=2[S:17][C:16]=1[NH2:18])=[CH:10][CH:11]=[CH:12][CH:13]=3, predict the reactants needed to synthesize it. The reactants are: S(Cl)(Cl)=O.[C:5]1([NH:15][C:16]([NH2:18])=[S:17])[C:14]2[C:9](=[CH:10][CH:11]=[CH:12][CH:13]=2)[CH:8]=[CH:7][CH:6]=1. (2) The reactants are: C(OC(=O)NC1C2C1CN(CCO)C2)(C)(C)C.C(N(CC)CC)C.CS(Cl)(=O)=O.[CH3:30][S:31]([O:34][CH2:35][CH2:36][N:37]1[CH2:42][CH2:41][CH:40]([NH:43][C:44]([O:46][C:47]([CH3:50])([CH3:49])[CH3:48])=[O:45])[CH2:39][CH2:38]1)(=[O:33])=[O:32].S([O-])(=O)(=O)C. Given the product [CH3:30][S:31]([O:34][CH2:35][CH2:36][N:37]1[CH2:38][CH:39]2[CH:41]([CH:40]2[NH:43][C:44]([O:46][C:47]([CH3:50])([CH3:49])[CH3:48])=[O:45])[CH2:42]1)(=[O:32])=[O:33], predict the reactants needed to synthesize it. (3) Given the product [Cl:1][C:2]1[N:3]=[C:4]([O:14][CH:15]2[CH2:32][CH:31]3[N:17]([C:18](=[O:37])[O:19][CH2:20][CH2:21][CH2:22][CH2:23][CH:24]=[CH:25][CH:26]4[C:28]([C:34]([NH:56][S:53]([CH:50]5[CH2:52][CH2:51]5)(=[O:55])=[O:54])=[O:35])([NH:29][C:30]3=[O:33])[CH2:27]4)[CH2:16]2)[C:5]2[C:10]([CH:11]=1)=[CH:9][C:8]([O:12][CH3:13])=[CH:7][CH:6]=2, predict the reactants needed to synthesize it. The reactants are: [Cl:1][C:2]1[N:3]=[C:4]([O:14][CH:15]2[CH2:32][CH:31]3[N:17]([C:18](=[O:37])[O:19][CH2:20][CH2:21][CH2:22][CH2:23][CH:24]=[CH:25][CH:26]4[C:28]([C:34](O)=[O:35])([NH:29][C:30]3=[O:33])[CH2:27]4)[CH2:16]2)[C:5]2[C:10]([CH:11]=1)=[CH:9][C:8]([O:12][CH3:13])=[CH:7][CH:6]=2.C(N1C=CN=C1)(N1C=CN=C1)=O.[CH:50]1([S:53]([NH2:56])(=[O:55])=[O:54])[CH2:52][CH2:51]1.C1CCN2C(=NCCC2)CC1. (4) The reactants are: [OH-].[Na+].[ClH:3].Cl.[CH3:5][N:6]1[C:10]2=[N:11][C:12]([O:15][C:16]3[CH:21]=[CH:20][CH:19]=[CH:18][CH:17]=3)=[CH:13][CH:14]=[C:9]2[N:8]=[C:7]1[CH2:22][O:23][C:24]1[CH:25]=[C:26]([CH:31]=[CH:32][CH:33]=1)[C:27]([O:29]C)=[O:28].Cl. Given the product [ClH:3].[ClH:3].[CH3:5][N:6]1[C:10]2=[N:11][C:12]([O:15][C:16]3[CH:17]=[CH:18][CH:19]=[CH:20][CH:21]=3)=[CH:13][CH:14]=[C:9]2[N:8]=[C:7]1[CH2:22][O:23][C:24]1[CH:25]=[C:26]([CH:31]=[CH:32][CH:33]=1)[C:27]([OH:29])=[O:28], predict the reactants needed to synthesize it. (5) Given the product [CH3:39][O:38][C:36](=[O:37])[C:35]1[CH:40]=[CH:41][C:32]([CH2:31][N:11]([CH:7]([C:6]([O:5][C:1]([CH3:2])([CH3:3])[CH3:4])=[O:23])[CH:8]([CH3:10])[CH3:9])[S:12]([C:15]2[CH:20]=[CH:19][C:18]([O:21][CH3:22])=[CH:17][CH:16]=2)(=[O:14])=[O:13])=[CH:33][CH:34]=1, predict the reactants needed to synthesize it. The reactants are: [C:1]([O:5][C:6](=[O:23])[CH:7]([NH:11][S:12]([C:15]1[CH:20]=[CH:19][C:18]([O:21][CH3:22])=[CH:17][CH:16]=1)(=[O:14])=[O:13])[CH:8]([CH3:10])[CH3:9])([CH3:4])([CH3:3])[CH3:2].C(=O)([O-])[O-].[Cs+].[Cs+].Br[CH2:31][C:32]1[CH:41]=[CH:40][C:35]([C:36]([O:38][CH3:39])=[O:37])=[CH:34][CH:33]=1.CCOC(C)=O.CCCCCC. (6) Given the product [CH:22]1([C:2]2[C:3]([O:13][CH:14]3[CH2:19][CH2:18][C:17]([F:21])([F:20])[CH2:16][CH2:15]3)=[CH:4][C:5]([F:12])=[C:6]([CH:11]=2)[C:7]([O:9][CH3:10])=[O:8])[CH2:24][CH2:23]1, predict the reactants needed to synthesize it. The reactants are: Cl[C:2]1[C:3]([O:13][CH:14]2[CH2:19][CH2:18][C:17]([F:21])([F:20])[CH2:16][CH2:15]2)=[CH:4][C:5]([F:12])=[C:6]([CH:11]=1)[C:7]([O:9][CH3:10])=[O:8].[CH:22]1(B(O)O)[CH2:24][CH2:23]1.P([O-])([O-])([O-])=O.[K+].[K+].[K+].F[B-](F)(F)F.C1(P(C2CCCCC2)C2CCCCC2)CCCCC1.